From a dataset of Full USPTO retrosynthesis dataset with 1.9M reactions from patents (1976-2016). Predict the reactants needed to synthesize the given product. (1) Given the product [Cl:1][C:2]1[CH:3]=[C:4]([C:9]2[N:13]([C:14]3[CH:15]=[N:16][C:17]([Cl:20])=[CH:18][CH:19]=3)[N:12]=[C:11]([C:21]([N:45]3[CH2:50][CH2:49][NH:48][C:47](=[O:51])[CH2:46]3)=[O:22])[CH:10]=2)[CH:5]=[C:6]([F:8])[CH:7]=1, predict the reactants needed to synthesize it. The reactants are: [Cl:1][C:2]1[CH:3]=[C:4]([C:9]2[N:13]([C:14]3[CH:15]=[N:16][C:17]([Cl:20])=[CH:18][CH:19]=3)[N:12]=[C:11]([C:21](O)=[O:22])[CH:10]=2)[CH:5]=[C:6]([F:8])[CH:7]=1.ClC1C=C(C2N(C3C=NC=CC=3)N=C(C([N:45]3[CH2:50][CH2:49][NH:48][C:47](=[O:51])[CH2:46]3)=O)C=2)C=C(F)C=1.O=C1CNCCN1. (2) The reactants are: [O:1]=O.[CH3:3][O:4][C:5](=[O:15])[C:6]1[CH:11]=[CH:10][C:9]([CH:12]=C)=[CH:8][C:7]=1[OH:14].CSC. Given the product [CH3:3][O:4][C:5](=[O:15])[C:6]1[CH:11]=[CH:10][C:9]([CH:12]=[O:1])=[CH:8][C:7]=1[OH:14], predict the reactants needed to synthesize it.